Dataset: NCI-60 drug combinations with 297,098 pairs across 59 cell lines. Task: Regression. Given two drug SMILES strings and cell line genomic features, predict the synergy score measuring deviation from expected non-interaction effect. (1) Drug 1: C1=CC(=C2C(=C1NCCNCCO)C(=O)C3=C(C=CC(=C3C2=O)O)O)NCCNCCO. Synergy scores: CSS=29.8, Synergy_ZIP=4.61, Synergy_Bliss=8.68, Synergy_Loewe=-15.2, Synergy_HSA=7.67. Drug 2: CCN(CC)CCNC(=O)C1=C(NC(=C1C)C=C2C3=C(C=CC(=C3)F)NC2=O)C. Cell line: M14. (2) Drug 1: CN1CCC(CC1)COC2=C(C=C3C(=C2)N=CN=C3NC4=C(C=C(C=C4)Br)F)OC. Drug 2: CCCCCOC(=O)NC1=NC(=O)N(C=C1F)C2C(C(C(O2)C)O)O. Cell line: A549. Synergy scores: CSS=10.3, Synergy_ZIP=-4.62, Synergy_Bliss=-1.94, Synergy_Loewe=-20.7, Synergy_HSA=-2.89.